Dataset: Catalyst prediction with 721,799 reactions and 888 catalyst types from USPTO. Task: Predict which catalyst facilitates the given reaction. Reactant: [OH:1][C:2]1[CH:3]=[CH:4][C:5]2[O:9][C@@H:8]3[C@@H:10]([C:11]([O:13]CC)=[O:12])[C@@H:7]3[C:6]=2[CH:16]=1.Cl.N[C@H]1[C@H]2[C@@H]1OC1C=CC(OC3C=CN=C4C=3CCC(=O)N4)=CC=12. Product: [OH:1][C:2]1[CH:3]=[CH:4][C:5]2[O:9][C@@H:8]3[C@@H:10]([C:11]([OH:13])=[O:12])[C@@H:7]3[C:6]=2[CH:16]=1. The catalyst class is: 821.